Predict the reaction yield, written as a fraction of the theoretical maximum amount of product (1.0 means a 100% yield; for example, 0.34 means a 34% yield). From a dataset of Reaction yield outcomes from USPTO patents with 853,638 reactions. (1) The reactants are CN1CCN(C2C=C[C:11]3[C:12](C=2)=[CH:13][CH:14]=[C:15]2[C:20]=3[O:19][C:18]([C:21]([NH:23][C:24]3[CH:29]=[CH:28][C:27]([N:30]4[CH2:35][CH2:34][O:33][CH2:32][CH2:31]4)=[CH:26][CH:25]=3)=[O:22])=[CH:17][C:16]2=[O:36])CC1.C1C=CC2N(O)N=NC=2C=1.CN([C:51]([O:55]N1N=NC2C=CC=CC1=2)=[N+](C)C)C.[B-](F)(F)(F)F.[CH2:70]([N:72]([CH2:75]C)[CH2:73][CH3:74])[CH3:71].COC1C=C([N:85]2CCOCC2)C=CC=1N. The catalyst is CN(C)C1C=CN=CC=1.CN(C)C=O.C(OCC)(=O)C. The product is [CH3:51][O:55][C:29]1[CH:28]=[C:27]([N:30]2[CH2:31][CH2:32][O:33][CH2:34][CH2:35]2)[CH:26]=[CH:25][C:24]=1[NH:23][C:21]([C:18]1[O:19][C:20]2[C:15]([C:16](=[O:36])[CH:17]=1)=[CH:14][CH:13]=[CH:12][C:11]=2[N:85]1[CH2:74][CH2:73][N:72]([CH3:75])[CH2:70][CH2:71]1)=[O:22]. The yield is 0.540. (2) The product is [CH2:35]([N:21]([CH2:19][CH3:20])[CH2:22][CH2:23][NH:24][C:25]([C:27]1[C:31]([CH3:32])=[C:30]([CH:33]=[C:11]2[C:10]3[C:14](=[CH:15][CH:16]=[CH:17][C:9]=3[C:6]3[CH:7]=[CH:8][C:3]([O:2][CH3:1])=[CH:4][CH:5]=3)[NH:13][C:12]2=[O:18])[NH:29][CH:28]=1)=[O:26])[CH3:36]. The reactants are [CH3:1][O:2][C:3]1[CH:8]=[CH:7][C:6]([C:9]2[CH:17]=[CH:16][CH:15]=[C:14]3[C:10]=2[CH2:11][C:12](=[O:18])[NH:13]3)=[CH:5][CH:4]=1.[CH2:19]([N:21]([CH2:35][CH3:36])[CH2:22][CH2:23][NH:24][C:25]([C:27]1[C:31]([CH3:32])=[C:30]([CH:33]=O)[NH:29][CH:28]=1)=[O:26])[CH3:20]. The catalyst is C(O)C.N1CCCCC1. The yield is 0.765. (3) The reactants are Cl[C:2]1[CH:7]=[C:6]([CH3:8])[C:5]([C:9](=[O:11])[CH3:10])=[C:4]([CH3:12])[CH:3]=1.[O-]P([O-])([O-])=O.[K+].[K+].[K+].[F:21][C:22]1[CH:27]=[CH:26][C:25]([OH:28])=[CH:24][CH:23]=1. The catalyst is C1(C)C=CC=CC=1.CC([O-])=O.CC([O-])=O.[Pd+2].C(P(C(C)(C)C)C1C=CC=CC=1C1C(C(C)C)=CC(C(C)C)=CC=1C(C)C)(C)(C)C. The product is [F:21][C:22]1[CH:27]=[CH:26][C:25]([O:28][C:2]2[CH:7]=[C:6]([CH3:8])[C:5]([C:9](=[O:11])[CH3:10])=[C:4]([CH3:12])[CH:3]=2)=[CH:24][CH:23]=1. The yield is 0.680. (4) The reactants are [Br:1][C:2]1[CH:14]=[CH:13][C:12]2[C:11]3[C:6](=[CH:7][C:8](Br)=[CH:9][CH:10]=3)[C:5]([CH3:17])([CH3:16])[C:4]=2[CH:3]=1.[CH3:18][O:19][C:20]1[CH:21]=[CH:22][C:23](B(O)O)=[C:24]([C:26]2[CH:31]=[CH:30][CH:29]=[CH:28][CH:27]=2)[CH:25]=1.C([O-])([O-])=O.[Na+].[Na+].CCO. The catalyst is C1C=CC([P]([Pd]([P](C2C=CC=CC=2)(C2C=CC=CC=2)C2C=CC=CC=2)([P](C2C=CC=CC=2)(C2C=CC=CC=2)C2C=CC=CC=2)[P](C2C=CC=CC=2)(C2C=CC=CC=2)C2C=CC=CC=2)(C2C=CC=CC=2)C2C=CC=CC=2)=CC=1.C1(C)C=CC=CC=1. The product is [Br:1][C:2]1[CH:14]=[CH:13][C:12]2[C:7]3[C:6](=[CH:11][C:10]([C:23]4[CH:22]=[CH:21][C:20]([O:19][CH3:18])=[CH:25][C:24]=4[C:26]4[CH:27]=[CH:28][CH:29]=[CH:30][CH:31]=4)=[CH:9][CH:8]=3)[C:5]([CH3:16])([CH3:17])[C:4]=2[CH:3]=1. The yield is 0.750.